This data is from NCI-60 drug combinations with 297,098 pairs across 59 cell lines. The task is: Regression. Given two drug SMILES strings and cell line genomic features, predict the synergy score measuring deviation from expected non-interaction effect. (1) Drug 1: C1=CN(C(=O)N=C1N)C2C(C(C(O2)CO)O)O.Cl. Drug 2: C1C(C(OC1N2C=NC(=NC2=O)N)CO)O. Cell line: MDA-MB-231. Synergy scores: CSS=21.0, Synergy_ZIP=-6.37, Synergy_Bliss=-0.268, Synergy_Loewe=3.98, Synergy_HSA=4.63. (2) Drug 1: CN1CCC(CC1)COC2=C(C=C3C(=C2)N=CN=C3NC4=C(C=C(C=C4)Br)F)OC. Drug 2: CCC(=C(C1=CC=CC=C1)C2=CC=C(C=C2)OCCN(C)C)C3=CC=CC=C3.C(C(=O)O)C(CC(=O)O)(C(=O)O)O. Cell line: SK-OV-3. Synergy scores: CSS=17.6, Synergy_ZIP=-6.64, Synergy_Bliss=3.96, Synergy_Loewe=-3.45, Synergy_HSA=4.18. (3) Drug 1: CC12CCC(CC1=CCC3C2CCC4(C3CC=C4C5=CN=CC=C5)C)O. Drug 2: CC1=C(C=C(C=C1)NC(=O)C2=CC=C(C=C2)CN3CCN(CC3)C)NC4=NC=CC(=N4)C5=CN=CC=C5. Cell line: HCC-2998. Synergy scores: CSS=12.6, Synergy_ZIP=5.78, Synergy_Bliss=2.80, Synergy_Loewe=-6.58, Synergy_HSA=-2.92.